Dataset: CYP1A2 inhibition data for predicting drug metabolism from PubChem BioAssay. Task: Regression/Classification. Given a drug SMILES string, predict its absorption, distribution, metabolism, or excretion properties. Task type varies by dataset: regression for continuous measurements (e.g., permeability, clearance, half-life) or binary classification for categorical outcomes (e.g., BBB penetration, CYP inhibition). Dataset: cyp1a2_veith. The compound is Cc1ccc(C(=O)Nc2cccc(-c3cnc4ccccc4n3)c2)cc1. The result is 1 (inhibitor).